This data is from NCI-60 drug combinations with 297,098 pairs across 59 cell lines. The task is: Regression. Given two drug SMILES strings and cell line genomic features, predict the synergy score measuring deviation from expected non-interaction effect. (1) Drug 1: C1=NC2=C(N=C(N=C2N1C3C(C(C(O3)CO)O)F)Cl)N. Drug 2: CC12CCC3C(C1CCC2OP(=O)(O)O)CCC4=C3C=CC(=C4)OC(=O)N(CCCl)CCCl.[Na+]. Cell line: RPMI-8226. Synergy scores: CSS=4.87, Synergy_ZIP=-5.58, Synergy_Bliss=-8.04, Synergy_Loewe=1.93, Synergy_HSA=-5.18. (2) Drug 1: CC1=C(N=C(N=C1N)C(CC(=O)N)NCC(C(=O)N)N)C(=O)NC(C(C2=CN=CN2)OC3C(C(C(C(O3)CO)O)O)OC4C(C(C(C(O4)CO)O)OC(=O)N)O)C(=O)NC(C)C(C(C)C(=O)NC(C(C)O)C(=O)NCCC5=NC(=CS5)C6=NC(=CS6)C(=O)NCCC[S+](C)C)O. Drug 2: CC12CCC3C(C1CCC2O)C(CC4=C3C=CC(=C4)O)CCCCCCCCCS(=O)CCCC(C(F)(F)F)(F)F. Cell line: LOX IMVI. Synergy scores: CSS=37.8, Synergy_ZIP=-12.9, Synergy_Bliss=-25.5, Synergy_Loewe=-26.9, Synergy_HSA=-23.4. (3) Drug 1: C1=NNC2=C1C(=O)NC=N2. Drug 2: CCC1(C2=C(COC1=O)C(=O)N3CC4=CC5=C(C=CC(=C5CN(C)C)O)N=C4C3=C2)O.Cl. Cell line: HOP-62. Synergy scores: CSS=12.7, Synergy_ZIP=-2.15, Synergy_Bliss=-3.33, Synergy_Loewe=-50.6, Synergy_HSA=-3.33.